Dataset: TCR-epitope binding with 47,182 pairs between 192 epitopes and 23,139 TCRs. Task: Binary Classification. Given a T-cell receptor sequence (or CDR3 region) and an epitope sequence, predict whether binding occurs between them. (1) The epitope is YLQPRTFLL. The TCR CDR3 sequence is CARGESNTGELFF. Result: 1 (the TCR binds to the epitope). (2) The epitope is LLDFVRFMGV. The TCR CDR3 sequence is CAQGGSNYGYTF. Result: 0 (the TCR does not bind to the epitope).